This data is from Catalyst prediction with 721,799 reactions and 888 catalyst types from USPTO. The task is: Predict which catalyst facilitates the given reaction. (1) Reactant: [F:1][C:2]1[CH:7]=[CH:6][C:5]([C:8](=[O:17])[C:9]2[CH:14]=[CH:13][C:12]([O:15][CH3:16])=[CH:11][CH:10]=2)=[CH:4][C:3]=1[S:18](Cl)(=[O:20])=[O:19].[NH4+:22]. Product: [F:1][C:2]1[CH:7]=[CH:6][C:5]([C:8](=[O:17])[C:9]2[CH:14]=[CH:13][C:12]([O:15][CH3:16])=[CH:11][CH:10]=2)=[CH:4][C:3]=1[S:18]([NH2:22])(=[O:20])=[O:19]. The catalyst class is: 2. (2) Reactant: [C:1]([N:9]=[C:10]=[S:11])(=[O:8])[C:2]1[CH:7]=[CH:6][CH:5]=[CH:4][CH:3]=1.[CH2:12]([O:14][C:15]([C:17]1[S:32][C:20]2=[N:21][C:22]([C:26]3[CH:31]=[CH:30][CH:29]=[CH:28][CH:27]=3)=[CH:23][C:24]([CH3:25])=[C:19]2[C:18]=1[NH2:33])=[O:16])[CH3:13]. Product: [CH2:12]([O:14][C:15]([C:17]1[S:32][C:20]2=[N:21][C:22]([C:26]3[CH:27]=[CH:28][CH:29]=[CH:30][CH:31]=3)=[CH:23][C:24]([CH3:25])=[C:19]2[C:18]=1[NH:33][C:10]([NH:9][C:1](=[O:8])[C:2]1[CH:7]=[CH:6][CH:5]=[CH:4][CH:3]=1)=[S:11])=[O:16])[CH3:13]. The catalyst class is: 21. (3) Reactant: [Cl:1][C:2]1[C:6]([CH3:7])=[C:5]([NH:8][C:9](=[O:23])[C:10]2[CH:15]=[C:14]([N:16]3[CH2:21][CH2:20][O:19][CH2:18][CH2:17]3)[CH:13]=[C:12]([F:22])[CH:11]=2)[S:4][C:3]=1[C:24](O)=[O:25].CCN=C=NCCCN(C)C.C1C=NC2N(O)N=NC=2C=1.[NH:48]1[CH2:53][CH2:52][O:51][CH2:50][CH2:49]1. Product: [Cl:1][C:2]1[C:6]([CH3:7])=[C:5]([NH:8][C:9](=[O:23])[C:10]2[CH:15]=[C:14]([N:16]3[CH2:17][CH2:18][O:19][CH2:20][CH2:21]3)[CH:13]=[C:12]([F:22])[CH:11]=2)[S:4][C:3]=1[C:24]([N:48]1[CH2:53][CH2:52][O:51][CH2:50][CH2:49]1)=[O:25]. The catalyst class is: 16. (4) The catalyst class is: 48. Reactant: [CH3:1][N:2]1[CH2:6][C:5](=[O:7])[N:4]([CH2:8][C:9](=[O:16])[C:10]2[CH:15]=[CH:14][CH:13]=[CH:12][CH:11]=2)[C:3]1=[O:17].[CH2:18](O)[CH2:19][OH:20].C1(C)C=CC(S(O)(=O)=O)=CC=1. Product: [CH3:1][N:2]1[CH2:6][C:5](=[O:7])[N:4]([CH2:8][C:9]2([C:10]3[CH:11]=[CH:12][CH:13]=[CH:14][CH:15]=3)[O:20][CH2:19][CH2:18][O:16]2)[C:3]1=[O:17].